This data is from Full USPTO retrosynthesis dataset with 1.9M reactions from patents (1976-2016). The task is: Predict the reactants needed to synthesize the given product. (1) Given the product [C:4]1([CH:7]2[O:13][CH2:33][N:12]([C:23](=[O:24])[C:22]3[CH:21]=[C:20]([O:19][CH3:18])[C:28]([O:29][CH3:30])=[C:27]([O:31][CH3:32])[CH:26]=3)[CH:8]2[C:9]([OH:11])=[O:10])[CH:3]=[CH:2][CH:1]=[CH:6][CH:5]=1, predict the reactants needed to synthesize it. The reactants are: [CH:1]1[CH:6]=[CH:5][C:4]([C@@H:7]([OH:13])[C@H:8]([NH2:12])[C:9]([OH:11])=[O:10])=[CH:3][CH:2]=1.[OH-].[Na+].C=O.[CH3:18][O:19][C:20]1[CH:21]=[C:22]([CH:26]=[C:27]([O:31][CH3:32])[C:28]=1[O:29][CH3:30])[C:23](Cl)=[O:24].[C:33](=O)(O)[O-].[Na+]. (2) Given the product [CH2:1]([C:3]1[CH:4]=[C:5]([CH:6]=[CH:7][C:8]=1[CH2:9][CH3:10])[CH2:11][C@@H:12]([NH:16][C:17]([N:19]1[CH2:24][CH2:23][CH:22]([N:25]2[CH2:31][CH2:30][C:29]3[CH:32]=[CH:33][CH:34]=[CH:35][C:28]=3[NH:27][C:26]2=[O:36])[CH2:21][CH2:20]1)=[O:18])[C:13](=[O:14])[N:46]1[CH2:45][CH2:44][CH:43]([C:40]2[CH:41]=[CH:42][N:37]=[CH:38][CH:39]=2)[CH2:48][CH2:47]1)[CH3:2], predict the reactants needed to synthesize it. The reactants are: [CH2:1]([C:3]1[CH:4]=[C:5]([CH2:11][C@@H:12]([NH:16][C:17]([N:19]2[CH2:24][CH2:23][CH:22]([N:25]3[CH2:31][CH2:30][C:29]4[CH:32]=[CH:33][CH:34]=[CH:35][C:28]=4[NH:27][C:26]3=[O:36])[CH2:21][CH2:20]2)=[O:18])[C:13](O)=[O:14])[CH:6]=[CH:7][C:8]=1[CH2:9][CH3:10])[CH3:2].[NH:37]1[CH2:42][CH2:41][CH:40]([C:43]2[CH:48]=[CH:47][N:46]=[CH:45][CH:44]=2)[CH2:39][CH2:38]1. (3) Given the product [CH3:19][C:15]1([CH3:20])[CH2:16][C:17](=[O:18])[C:12]2[S:9][CH2:8][C@@H:6]([C:5]([O:4][CH2:2][CH3:3])=[O:10])[NH:7][C:13]=2[CH2:14]1, predict the reactants needed to synthesize it. The reactants are: Cl.[CH2:2]([O:4][C:5](=[O:10])[C@H:6]([CH2:8][SH:9])[NH2:7])[CH3:3].Br[CH:12]1[C:17](=[O:18])[CH2:16][C:15]([CH3:20])([CH3:19])[CH2:14][C:13]1=O.N1C=CC=CC=1. (4) Given the product [NH:1]1[C:9]2[C:4](=[CH:5][CH:6]=[CH:7][CH:8]=2)[C:3]([C:10]([NH:12][C:13]2[CH:18]=[C:17]([N:19]3[CH2:24][C@H:23]([CH3:25])[O:22][C@H:21]([CH3:26])[CH2:20]3)[CH:16]=[CH:15][C:14]=2[NH2:27])=[O:11])=[N:2]1, predict the reactants needed to synthesize it. The reactants are: [NH:1]1[C:9]2[C:4](=[CH:5][CH:6]=[CH:7][CH:8]=2)[C:3]([C:10]([NH:12][C:13]2[CH:18]=[C:17]([N:19]3[CH2:24][C@H:23]([CH3:25])[O:22][C@H:21]([CH3:26])[CH2:20]3)[CH:16]=[CH:15][C:14]=2[N+:27]([O-])=O)=[O:11])=[N:2]1.